From a dataset of Forward reaction prediction with 1.9M reactions from USPTO patents (1976-2016). Predict the product of the given reaction. (1) Given the reactants Cl.[O:2]=[C:3]1[NH:12][C:11]2[N:10]=[CH:9][C:8](/[CH:13]=[CH:14]/[C:15]([OH:17])=O)=[CH:7][C:6]=2[CH2:5][CH2:4]1.BrC1C=[C:21]2[C:26](=[N:27][CH:28]=1)NC(=O)CC2.C1C=CC2N(O)N=NC=2C=1.CCN(C(C)C)C(C)C.N1CCC1.CCN=C=NCCCN(C)C, predict the reaction product. The product is: [N:27]1([C:15](=[O:17])/[CH:14]=[CH:13]/[C:8]2[CH:7]=[C:6]3[C:11](=[N:10][CH:9]=2)[NH:12][C:3](=[O:2])[CH2:4][CH2:5]3)[CH2:26][CH2:21][CH2:28]1. (2) Given the reactants [Cl:1][C:2]1[CH:3]=[C:4]2[C:12](=[C:13]([N+:15]([O-])=O)[CH:14]=1)[NH:11][C:10]1[CH:9]=[N:8][CH:7]=[C:6]([NH:18][C:19](=[O:24])[C:20]([F:23])([F:22])[F:21])[C:5]2=1, predict the reaction product. The product is: [NH2:15][C:13]1[CH:14]=[C:2]([Cl:1])[CH:3]=[C:4]2[C:12]=1[NH:11][C:10]1[CH:9]=[N:8][CH:7]=[C:6]([NH:18][C:19](=[O:24])[C:20]([F:23])([F:22])[F:21])[C:5]2=1. (3) Given the reactants [C:1]([O:4][CH2:5][CH2:6][O:7][C:8]1[C:9]([F:56])=[C:10]([C@@H:16]([NH:39][C:40]2[CH:45]=[CH:44][C:43]([C:46]([NH2:55])=[N:47][C:48]([O:50][CH2:51][C:52]([CH3:54])=[CH2:53])=[O:49])=[CH:42][CH:41]=2)[C:17]2[N:18]=[C:19]([O:28][CH2:29][O:30][C:31](=[O:38])[C:32]([CH3:37])([CH3:36])[CH2:33][O:34][CH3:35])[N:20]([C:22]3[N:27]=[CH:26][CH:25]=[CH:24][N:23]=3)[N:21]=2)[CH:11]=[C:12]([O:14][CH3:15])[CH:13]=1)(=[O:3])[CH3:2].[CH2:57]([S:60]([OH:63])(=[O:62])=[O:61])[CH2:58][CH3:59], predict the reaction product. The product is: [CH2:57]([S:60]([OH:63])(=[O:62])=[O:61])[CH2:58][CH3:59].[C:1]([O:4][CH2:5][CH2:6][O:7][C:8]1[C:9]([F:56])=[C:10]([C@@H:16]([NH:39][C:40]2[CH:41]=[CH:42][C:43]([C:46]([NH2:55])=[N:47][C:48]([O:50][CH2:51][C:52]([CH3:54])=[CH2:53])=[O:49])=[CH:44][CH:45]=2)[C:17]2[N:18]=[C:19]([O:28][CH2:29][O:30][C:31](=[O:38])[C:32]([CH3:37])([CH3:36])[CH2:33][O:34][CH3:35])[N:20]([C:22]3[N:27]=[CH:26][CH:25]=[CH:24][N:23]=3)[N:21]=2)[CH:11]=[C:12]([O:14][CH3:15])[CH:13]=1)(=[O:3])[CH3:2]. (4) Given the reactants [ClH:1].[CH2:2]([CH:9]([CH2:20][N:21](C)C)[C:10]([C:12]1[CH:17]=[CH:16][CH:15]=[C:14]([O:18][CH3:19])[CH:13]=1)=O)[C:3]1[CH:8]=[CH:7][CH:6]=[CH:5][CH:4]=1.Cl.NO.C(C([CH2:45][N:46](C)[CH3:47])C(C1C=CC=C(OC)C=1)=O)C1C=CC=CC=1, predict the reaction product. The product is: [ClH:1].[CH2:2]([CH:9]([CH2:20][NH2:21])[CH:10]([C:12]1[CH:17]=[CH:16][CH:15]=[C:14]([O:18][CH3:19])[CH:13]=1)[N:46]([CH3:47])[CH3:45])[C:3]1[CH:4]=[CH:5][CH:6]=[CH:7][CH:8]=1. (5) Given the reactants C[CH2:2][N:3](C(C)C)C(C)C.C1CN([P+](ON2N=NC3C=CC=CC2=3)(N2CCCC2)N2CCCC2)CC1.F[P-](F)(F)(F)(F)F.NC1N=CN=C(N[C@H]([C:53]2[N:54]=[C:55]3[CH:60]=[CH:59][CH:58]=[C:57]([C:61]([OH:63])=O)[N:56]3[C:64]=2[C:65]2[CH:70]=[CH:69][CH:68]=[CH:67][CH:66]=2)C)C=1C#N.CN, predict the reaction product. The product is: [CH3:2][NH:3][C:61]([C:57]1[N:56]2[C:64]([C:65]3[CH:66]=[CH:67][CH:68]=[CH:69][CH:70]=3)=[CH:53][N:54]=[C:55]2[CH:60]=[CH:59][CH:58]=1)=[O:63]. (6) Given the reactants [Cl:1][C:2]1[CH:3]=[C:4]2[C:8](=[CH:9][CH:10]=1)[NH:7][CH:6]=[C:5]2[CH2:11][NH:12][C:13](=[O:22])[C:14]1[CH:19]=[CH:18][C:17]([CH2:20]Cl)=[CH:16][CH:15]=1.[C:23]([C:25]1[CH:26]=[C:27](B(O)O)[CH:28]=[CH:29][CH:30]=1)#[N:24].C(=O)([O-])[O-].[Na+].[Na+].[I-].[Na+], predict the reaction product. The product is: [Cl:1][C:2]1[CH:3]=[C:4]2[C:8](=[CH:9][CH:10]=1)[NH:7][CH:6]=[C:5]2[CH2:11][NH:12][C:13](=[O:22])[C:14]1[CH:19]=[CH:18][C:17]([CH2:20][C:29]2[CH:28]=[CH:27][CH:26]=[C:25]([C:23]#[N:24])[CH:30]=2)=[CH:16][CH:15]=1. (7) Given the reactants [H-].[Na+].O1CCC[CH2:4]1.[CH2:8]([CH:12]([C:16](=[O:18])[CH3:17])[C:13](=[O:15])[CH3:14])[CH2:9][CH2:10][CH3:11].IC, predict the reaction product. The product is: [CH2:8]([C:12]([CH3:4])([C:13](=[O:15])[CH3:14])[C:16](=[O:18])[CH3:17])[CH2:9][CH2:10][CH3:11]. (8) Given the reactants [C:1]([O:5][C:6]([N:8]([CH2:18][C:19]1[CH:24]=[CH:23][C:22]([O:25][CH3:26])=[CH:21][C:20]=1[O:27][CH3:28])[CH:9]1[CH2:12][CH:11]([CH2:13][C:14]([O:16]C)=[O:15])[CH2:10]1)=[O:7])([CH3:4])([CH3:3])[CH3:2].C1COCC1.O.[OH-].[Na+], predict the reaction product. The product is: [C:1]([O:5][C:6]([N:8]([CH2:18][C:19]1[CH:24]=[CH:23][C:22]([O:25][CH3:26])=[CH:21][C:20]=1[O:27][CH3:28])[CH:9]1[CH2:12][CH:11]([CH2:13][C:14]([OH:16])=[O:15])[CH2:10]1)=[O:7])([CH3:3])([CH3:2])[CH3:4]. (9) Given the reactants Br[C:2]1[C:3]([C:24]2[CH:29]=[CH:28][N:27]=[CH:26][CH:25]=2)=[C:4]([C:17]2[CH:22]=[CH:21][CH:20]=[C:19]([Cl:23])[CH:18]=2)[N:5]([Si](C(C)C)(C(C)C)C(C)C)[CH:6]=1.[CH3:30][O:31][C:32]1[CH:37]=[CH:36][C:35]([C@H:38]2[CH2:46][N:45]3[C@H:40]([CH2:41][C:42](=O)[CH2:43][CH2:44]3)[CH2:39]2)=[CH:34][CH:33]=1.C(N)(C)C, predict the reaction product. The product is: [Cl:23][C:19]1[CH:18]=[C:17]([C:4]2[NH:5][CH:6]=[C:2]([C:42]3[CH2:43][CH2:44][N:45]4[C@H:40]([CH:41]=3)[CH2:39][C@@H:38]([C:35]3[CH:34]=[CH:33][C:32]([O:31][CH3:30])=[CH:37][CH:36]=3)[CH2:46]4)[C:3]=2[C:24]2[CH:25]=[CH:26][N:27]=[CH:28][CH:29]=2)[CH:22]=[CH:21][CH:20]=1. (10) Given the reactants [NH2:1][C:2]1[NH:6][N:5]=[C:4]2[CH2:7][N:8]([C:10]([O:12][C:13]([CH3:16])([CH3:15])[CH3:14])=[O:11])[CH2:9][C:3]=12.[OH-].[K+].NOS(O)(=O)=O.[CH:25]([CH:27]=O)=O.[Cl-].[NH4+:30].[Cl-].[Na+].O, predict the reaction product. The product is: [N:1]1[C:2]2[N:6]([N:5]=[C:4]3[CH2:7][N:8]([C:10]([O:12][C:13]([CH3:16])([CH3:15])[CH3:14])=[O:11])[CH2:9][C:3]=23)[N:30]=[CH:25][CH:27]=1.